From a dataset of Forward reaction prediction with 1.9M reactions from USPTO patents (1976-2016). Predict the product of the given reaction. Given the reactants [C:1](Cl)(=[O:3])[CH3:2].[CH3:5][O:6][C:7]1[CH:8]=[C:9]2[C:14](=[CH:15][CH:16]=1)[NH:13][C:12]([CH3:18])([CH3:17])[CH:11]=[C:10]2[CH3:19], predict the reaction product. The product is: [C:1]([N:13]1[C:14]2[C:9](=[CH:8][C:7]([O:6][CH3:5])=[CH:16][CH:15]=2)[C:10]([CH3:19])=[CH:11][C:12]1([CH3:18])[CH3:17])(=[O:3])[CH3:2].